Dataset: Reaction yield outcomes from USPTO patents with 853,638 reactions. Task: Predict the reaction yield, written as a fraction of the theoretical maximum amount of product (1.0 means a 100% yield; for example, 0.34 means a 34% yield). (1) The reactants are C(OC([N:11]1[CH2:16][N:15]([C:17]2[CH:22]=[CH:21][C:20]([Cl:23])=[CH:19][CH:18]=2)[C:14](=[O:24])[N:13]([C:25](=[O:34])[C:26]2[C:31]([F:32])=[CH:30][CH:29]=[CH:28][C:27]=2[F:33])[CH2:12]1)=O)C1C=CC=CC=1. The catalyst is [C].[Pd].C(O)C. The product is [Cl:23][C:20]1[CH:21]=[CH:22][C:17]([N:15]2[CH2:16][NH:11][CH2:12][N:13]([C:25](=[O:34])[C:26]3[C:31]([F:32])=[CH:30][CH:29]=[CH:28][C:27]=3[F:33])[C:14]2=[O:24])=[CH:18][CH:19]=1. The yield is 0.490. (2) The reactants are C(OC([N:8]1[CH2:13][CH2:12][O:11][C@H:10]([C:14]2[CH:19]=[CH:18][C:17]([NH:20][C:21]([C:23]3[CH:28]=[N:27][C:26]([C:29]([F:32])([F:31])[F:30])=[CH:25][N:24]=3)=[O:22])=[CH:16][C:15]=2[C:33]#[N:34])[CH2:9]1)=O)(C)(C)C.[ClH:35]. The catalyst is O1CCOCC1. The product is [ClH:35].[C:33]([C:15]1[CH:16]=[C:17]([NH:20][C:21]([C:23]2[CH:28]=[N:27][C:26]([C:29]([F:32])([F:30])[F:31])=[CH:25][N:24]=2)=[O:22])[CH:18]=[CH:19][C:14]=1[C@H:10]1[O:11][CH2:12][CH2:13][NH:8][CH2:9]1)#[N:34]. The yield is 0.550. (3) The reactants are [Br:1][C:2]1[CH:8]=[CH:7][C:5]([NH2:6])=[CH:4][CH:3]=1.[C:9](OC(=O)C)(=[O:11])[CH3:10]. No catalyst specified. The product is [Br:1][C:2]1[CH:8]=[CH:7][C:5]([NH:6][C:9](=[O:11])[CH3:10])=[CH:4][CH:3]=1. The yield is 0.960. (4) The reactants are [CH2:1]([N:5]([CH2:22][CH2:23][CH2:24][CH3:25])[C:6]1[CH:11]=[CH:10][C:9]([CH:12]=[CH:13][C:14]2[S:18][C:17]([CH:19]=[O:20])=[CH:16][CH:15]=2)=[C:8]([OH:21])[CH:7]=1)[CH2:2][CH2:3][CH3:4].[CH2:26]([CH:28]1[O:30][CH2:29]1)Br.C(=O)([O-])[O-].[K+].[K+].O. The catalyst is C(#N)C.[I-].C([N+](CCCC)(CCCC)CCCC)CCC.C(OCC)(=O)C. The product is [CH2:22]([N:5]([CH2:1][CH2:2][CH2:3][CH3:4])[C:6]1[CH:11]=[CH:10][C:9]([CH:12]=[CH:13][C:14]2[S:18][C:17]([CH:19]=[O:20])=[CH:16][CH:15]=2)=[C:8]([O:21][CH2:26][CH:28]2[CH2:29][O:30]2)[CH:7]=1)[CH2:23][CH2:24][CH3:25]. The yield is 0.585. (5) The reactants are [Cl:1][C:2]1[CH:19]=[CH:18][C:5]([CH2:6][N:7]2[C:12]([S:13][CH2:14][CH3:15])=[N:11][C:10](=[O:16])[NH:9][C:8]2=[O:17])=[CH:4][CH:3]=1.[C:20]1(P(C2C=CC=CC=2)C2C=CC=CC=2)C=CC=CC=1.O1CCOCC1.O[CH2:46][C@:47](C)([O:51][CH3:52])[C:48]([O-:50])=[O:49]. The catalyst is O. The product is [Cl:1][C:2]1[CH:3]=[CH:4][C:5]([CH2:6][N:7]2[C:12]([S:13][CH2:14][CH3:15])=[N:11][C:10](=[O:16])[N:9]([CH2:46][C@@H:47]([C:48]([O:50][CH3:20])=[O:49])[O:51][CH3:52])[C:8]2=[O:17])=[CH:18][CH:19]=1. The yield is 0.730. (6) The product is [Si:3]([O:10][C@H:11]1[CH2:15][CH2:14][N:13]([CH2:18][C:19]2[CH:24]=[CH:23][C:22]([Cl:25])=[CH:21][CH:20]=2)[C:12]1=[O:16])([C:6]([CH3:9])([CH3:8])[CH3:7])([CH3:5])[CH3:4]. The yield is 0.420. The reactants are [H-].[Na+].[Si:3]([O:10][C@H:11]1[CH2:15][CH2:14][NH:13][C:12]1=[O:16])([C:6]([CH3:9])([CH3:8])[CH3:7])([CH3:5])[CH3:4].Br[CH2:18][C:19]1[CH:24]=[CH:23][C:22]([Cl:25])=[CH:21][CH:20]=1. The catalyst is C1COCC1. (7) The reactants are [Si](C=[N+]=[N-])(C)(C)[CH3:2].[NH2:8][C:9]1[C:17]([N+:18]([O-:20])=[O:19])=[CH:16][C:12]([C:13]([OH:15])=[O:14])=[C:11]([F:21])[C:10]=1[F:22].CO. The catalyst is C1COCC1. The product is [CH3:2][O:14][C:13](=[O:15])[C:12]1[CH:16]=[C:17]([N+:18]([O-:20])=[O:19])[C:9]([NH2:8])=[C:10]([F:22])[C:11]=1[F:21]. The yield is 0.920.